Dataset: Reaction yield outcomes from USPTO patents with 853,638 reactions. Task: Predict the reaction yield, written as a fraction of the theoretical maximum amount of product (1.0 means a 100% yield; for example, 0.34 means a 34% yield). (1) The reactants are Cl[C:2]1[CH:7]=[C:6]([O:8][C:9]2[C:10]([CH3:25])=[CH:11][C:12]([NH:15][C:16]([N:18]3[CH2:22][CH2:21][N:20]([CH3:23])[C:19]3=[O:24])=[O:17])=[N:13][CH:14]=2)[CH:5]=[CH:4][N:3]=1.[CH3:26][C:27]1[N:28]=[CH:29][NH:30][CH:31]=1.[O-]P([O-])([O-])=O.[K+].[K+].[K+]. The catalyst is C1(C)C=CC=CC=1.O1CCOCC1.C1C=CC(/C=C/C(/C=C/C2C=CC=CC=2)=O)=CC=1.C1C=CC(/C=C/C(/C=C/C2C=CC=CC=2)=O)=CC=1.C1C=CC(/C=C/C(/C=C/C2C=CC=CC=2)=O)=CC=1.[Pd].[Pd]. The product is [CH3:23][N:20]1[CH2:21][CH2:22][N:18]([C:16]([NH:15][C:12]2[CH:11]=[C:10]([CH3:25])[C:9]([O:8][C:6]3[CH:5]=[CH:4][N:3]=[C:2]([N:30]4[CH:31]=[C:27]([CH3:26])[N:28]=[CH:29]4)[CH:7]=3)=[CH:14][N:13]=2)=[O:17])[C:19]1=[O:24]. The yield is 0.170. (2) The reactants are [CH3:1][O:2][C:3]1[CH:38]=[CH:37][C:6]([CH2:7][N:8]([C:31]2[CH:36]=[CH:35][N:34]=[CH:33][N:32]=2)[S:9]([C:12]2[CH:21]=[CH:20][C:19]3[C:14](=[CH:15][CH:16]=[CH:17][C:18]=3B3OC(C)(C)C(C)(C)O3)[CH:13]=2)(=[O:11])=[O:10])=[CH:5][CH:4]=1.[F:39][C:40]1[CH:41]=[C:42]([C:47]2[N:54]=[C:53]([O:55][CH3:56])[C:52](I)=[CH:51][C:48]=2[C:49]#[N:50])[CH:43]=[C:44]([F:46])[CH:45]=1.C(=O)([O-])[O-].[Na+].[Na+].O. The catalyst is C1C=CC(P([C]2[CH][CH][CH][CH]2)C2C=CC=CC=2)=CC=1.C1C=CC(P([C]2[CH][CH][CH][CH]2)C2C=CC=CC=2)=CC=1.Cl[Pd]Cl.[Fe].C(Cl)Cl.C(O)(C)(C)C.O1CCOCC1. The product is [C:49]([C:48]1[CH:51]=[C:52]([C:18]2[CH:17]=[CH:16][CH:15]=[C:14]3[C:19]=2[CH:20]=[CH:21][C:12]([S:9]([N:8]([CH2:7][C:6]2[CH:37]=[CH:38][C:3]([O:2][CH3:1])=[CH:4][CH:5]=2)[C:31]2[CH:36]=[CH:35][N:34]=[CH:33][N:32]=2)(=[O:10])=[O:11])=[CH:13]3)[C:53]([O:55][CH3:56])=[N:54][C:47]=1[C:42]1[CH:41]=[C:40]([F:39])[CH:45]=[C:44]([F:46])[CH:43]=1)#[N:50]. The yield is 0.840. (3) The reactants are [NH2:1][C:2]1[S:3][CH:4]=[C:5]([C:12]2[CH:17]=[CH:16][C:15]([CH2:18][CH3:19])=[CH:14][CH:13]=2)[C:6]=1[C:7]([O:9][CH2:10][CH3:11])=[O:8].[C:20](Cl)(=[O:27])[C:21]1[CH:26]=[CH:25][CH:24]=[CH:23][CH:22]=1.N1C=CC=CC=1. The catalyst is C(#N)C. The product is [C:20]([NH:1][C:2]1[S:3][CH:4]=[C:5]([C:12]2[CH:13]=[CH:14][C:15]([CH2:18][CH3:19])=[CH:16][CH:17]=2)[C:6]=1[C:7]([O:9][CH2:10][CH3:11])=[O:8])(=[O:27])[C:21]1[CH:26]=[CH:25][CH:24]=[CH:23][CH:22]=1. The yield is 0.330. (4) The reactants are [Mg].Br[C:3]1[C:4]([F:12])=[CH:5][C:6]([Cl:11])=[C:7]([O:9][CH3:10])[CH:8]=1.[C:13](OCC)(=[O:19])[C:14]([O:16][CH2:17][CH3:18])=[O:15].[Cl-].[NH4+]. The catalyst is C1COCC1.O.II. The product is [Cl:11][C:6]1[C:7]([O:9][CH3:10])=[CH:8][C:3]([C:13](=[O:19])[C:14]([O:16][CH2:17][CH3:18])=[O:15])=[C:4]([F:12])[CH:5]=1. The yield is 0.680.